This data is from Forward reaction prediction with 1.9M reactions from USPTO patents (1976-2016). The task is: Predict the product of the given reaction. (1) Given the reactants Br[C:2]1[CH:7]=[CH:6][N:5]2[C:8]([CH2:14][O:15][CH:16]3[CH2:21][CH2:20][CH2:19][CH2:18][CH2:17]3)=[C:9]([CH:11]([CH3:13])[CH3:12])[N:10]=[C:4]2[CH:3]=1.[C:22]([NH2:30])(=[O:29])[C:23]1[CH:28]=[CH:27][CH:26]=[CH:25][CH:24]=1.C(=O)([O-])[O-].[Cs+].[Cs+].C(=O)([O-])O.[Na+], predict the reaction product. The product is: [CH:16]1([O:15][CH2:14][C:8]2[N:5]3[CH:6]=[CH:7][C:2]([NH:30][C:22](=[O:29])[C:23]4[CH:28]=[CH:27][CH:26]=[CH:25][CH:24]=4)=[CH:3][C:4]3=[N:10][C:9]=2[CH:11]([CH3:13])[CH3:12])[CH2:21][CH2:20][CH2:19][CH2:18][CH2:17]1. (2) The product is: [CH:19]([C:2]1[CH:7]=[CH:6][C:5]([NH:8][N:9]=[C:10]([C:16](=[O:18])[CH3:17])[C:11]([O:13][CH2:14][CH3:15])=[O:12])=[CH:4][CH:3]=1)([CH3:21])[CH3:20]. Given the reactants Cl[C:2]1[CH:7]=[CH:6][C:5]([NH:8][N:9]=[C:10]([C:16](=[O:18])[CH3:17])[C:11]([O:13][CH2:14][CH3:15])=[O:12])=[CH:4][CH:3]=1.[CH:19](C1C=CC(N)=CC=1)([CH3:21])[CH3:20], predict the reaction product.